Predict the reactants needed to synthesize the given product. From a dataset of Retrosynthesis with 50K atom-mapped reactions and 10 reaction types from USPTO. (1) The reactants are: CCOC(=O)OC(C)Cl.COc1cc(Cl)c(-n2c(=O)[nH]c3c(C)cc(C(=O)O)nc32)cc1S(=O)(=O)C(C)(C)c1ccccc1. Given the product CCOC(=O)OC(C)OC(=O)c1cc(C)c2[nH]c(=O)n(-c3cc(S(=O)(=O)C(C)(C)c4ccccc4)c(OC)cc3Cl)c2n1, predict the reactants needed to synthesize it. (2) The reactants are: COc1cccc(N)c1.S=C(Cl)Oc1ccccc1. Given the product COc1cccc(NC(=S)Oc2ccccc2)c1, predict the reactants needed to synthesize it. (3) Given the product COc1ccc(CN2CCN(C(c3ccc(F)cc3)c3ccc(F)cc3)CC2)c(OC)c1, predict the reactants needed to synthesize it. The reactants are: COc1ccc(C=O)c(OC)c1.Fc1ccc(C(c2ccc(F)cc2)N2CCNCC2)cc1. (4) Given the product CON(C)C(=O)C1CCN(C(=O)OC(C)(C)C)CC1, predict the reactants needed to synthesize it. The reactants are: CC(C)(C)OC(=O)N1CCC(C(=O)O)CC1.CNOC. (5) Given the product COc1ccnc(CCc2nc3cc(-c4ccc(C#N)cc4)cnc3[nH]2)c1, predict the reactants needed to synthesize it. The reactants are: COc1ccnc(CCc2nc3cc(I)cnc3[nH]2)c1.N#Cc1ccc(Br)cc1.